Dataset: Forward reaction prediction with 1.9M reactions from USPTO patents (1976-2016). Task: Predict the product of the given reaction. Given the reactants [Br:1][C:2]1[CH:3]=[CH:4][CH:5]=[C:6]2[C:28]=1[C:9]1([CH2:14][CH2:13][N:12]([C:15](=[O:27])[NH:16][CH:17]3[CH:24]4[CH2:25][CH:20]5[CH2:21][CH:22]([CH2:26][CH:18]3[CH2:19]5)[CH2:23]4)[CH2:11][CH2:10]1)[CH2:8][CH:7]2[C:29]([CH3:36])([CH3:35])[C:30](OCC)=[O:31].CC(C[AlH]CC(C)C)C, predict the reaction product. The product is: [Br:1][C:2]1[CH:3]=[CH:4][CH:5]=[C:6]2[C:28]=1[C:9]1([CH2:10][CH2:11][N:12]([C:15]([NH:16][CH:17]3[CH:24]4[CH2:25][CH:20]5[CH2:21][CH:22]([CH2:26][CH:18]3[CH2:19]5)[CH2:23]4)=[O:27])[CH2:13][CH2:14]1)[CH2:8][CH:7]2[C:29]([CH3:36])([CH3:35])[CH:30]=[O:31].